From a dataset of Catalyst prediction with 721,799 reactions and 888 catalyst types from USPTO. Predict which catalyst facilitates the given reaction. (1) Reactant: [H-].[Na+].[C:3]1(=[O:9])[NH:8][CH2:7][CH2:6][CH2:5][CH2:4]1.Br[CH2:11][CH2:12][CH2:13][NH:14][C:15](=[O:21])[O:16][C:17]([CH3:20])([CH3:19])[CH3:18].C(=O)([O-])O.[Na+]. Product: [C:17]([O:16][C:15](=[O:21])[NH:14][CH2:13][CH2:12][CH2:11][N:8]1[CH2:7][CH2:6][CH2:5][CH2:4][C:3]1=[O:9])([CH3:20])([CH3:19])[CH3:18]. The catalyst class is: 1. (2) Reactant: [CH3:1][C:2]1[N:7]=[C:6]([C:8]2[CH:13]=[CH:12][CH:11]=[C:10]([C:14]3[CH:15]=[C:16]([S:20](Cl)(=[O:22])=[O:21])[CH:17]=[CH:18][CH:19]=3)[N:9]=2)[CH:5]=[C:4]([C:24]2[CH:29]=[CH:28][C:27]([C:30]([F:33])([F:32])[F:31])=[CH:26][CH:25]=2)[CH:3]=1.[OH:34][CH2:35][CH2:36][O:37][CH:38]1[CH2:43][CH2:42][NH:41][CH2:40][CH2:39]1. Product: [CH3:1][C:2]1[N:7]=[C:6]([C:8]2[CH:13]=[CH:12][CH:11]=[C:10]([C:14]3[CH:15]=[C:16]([S:20]([N:41]4[CH2:42][CH2:43][CH:38]([O:37][CH2:36][CH2:35][OH:34])[CH2:39][CH2:40]4)(=[O:22])=[O:21])[CH:17]=[CH:18][CH:19]=3)[N:9]=2)[CH:5]=[C:4]([C:24]2[CH:29]=[CH:28][C:27]([C:30]([F:33])([F:32])[F:31])=[CH:26][CH:25]=2)[CH:3]=1. The catalyst class is: 49. (3) Reactant: [O:1]1[CH2:6][CH2:5][CH2:4][O:3][CH:2]1[C:7]1[C:8]2[N:9]([N:15]=[C:16]([C:18]([F:21])([F:20])[F:19])[CH:17]=2)[C:10]([CH2:13][OH:14])=[CH:11][CH:12]=1.[C:22](OC(=O)C)(=[O:24])[CH3:23]. Product: [C:22]([O:14][CH2:13][C:10]1[N:9]2[N:15]=[C:16]([C:18]([F:21])([F:19])[F:20])[CH:17]=[C:8]2[C:7]([CH:2]2[O:1][CH2:6][CH2:5][CH2:4][O:3]2)=[CH:12][CH:11]=1)(=[O:24])[CH3:23]. The catalyst class is: 228. (4) The catalyst class is: 3. Product: [Cl:1][C:2]1[N:7]([CH2:8][CH3:9])[C:6](=[O:10])[N:5]([CH2:17][O:18][CH3:19])[C:4](=[O:11])[C:3]=1[CH:12]([CH3:13])[CH3:14]. Reactant: [Cl:1][C:2]1[N:7]([CH2:8][CH3:9])[C:6](=[O:10])[NH:5][C:4](=[O:11])[C:3]=1[CH:12]([CH3:14])[CH3:13].[H-].[Na+].[CH3:17][O:18][CH2:19]Cl. (5) Reactant: [CH2:1]([O:4][C:5]1[CH:14]=[CH:13][CH:12]=[CH:11][C:6]=1[C:7]([O:9]C)=[O:8])[CH2:2][CH3:3].[OH-].[Na+].Cl. Product: [CH2:1]([O:4][C:5]1[CH:14]=[CH:13][CH:12]=[CH:11][C:6]=1[C:7]([OH:9])=[O:8])[CH2:2][CH3:3]. The catalyst class is: 5. (6) Reactant: [CH:1]1([NH:4][C:5](=[O:33])[C:6]2[CH:11]=[CH:10][C:9]([C:12]3[N:17]=[C:16]4[N:18]([CH2:21][C:22]5[CH:23]=[C:24]6[C:29](=[CH:30][CH:31]=5)[N:28]=[CH:27][CH:26]=[CH:25]6)[N:19]=[N:20][C:15]4=[CH:14][CH:13]=3)=[CH:8][C:7]=2[F:32])[CH2:3][CH2:2]1.CCOCC.[ClH:39]. Product: [ClH:39].[CH:1]1([NH:4][C:5](=[O:33])[C:6]2[CH:11]=[CH:10][C:9]([C:12]3[N:17]=[C:16]4[N:18]([CH2:21][C:22]5[CH:23]=[C:24]6[C:29](=[CH:30][CH:31]=5)[N:28]=[CH:27][CH:26]=[CH:25]6)[N:19]=[N:20][C:15]4=[CH:14][CH:13]=3)=[CH:8][C:7]=2[F:32])[CH2:2][CH2:3]1. The catalyst class is: 1. (7) Reactant: [N:1]([C@@H:4]1[CH2:9][CH2:8][CH2:7][CH2:6][C@@H:5]1[NH:10][C:11]([O:13][C:14]([CH3:17])([CH3:16])[CH3:15])=[O:12])=[N+]=[N-]. Product: [C:14]([O:13][C:11]([NH:10][C@H:5]1[CH2:6][CH2:7][CH2:8][CH2:9][C@H:4]1[NH2:1])=[O:12])([CH3:17])([CH3:15])[CH3:16]. The catalyst class is: 19. (8) Product: [N:18]1([C:24]2[CH:25]=[CH:26][C:27]([C:30]3[O:34][C:33](/[CH:35]=[C:6]4\[C:2](=[O:1])[N:3]([NH:8][C:9]5[CH:17]=[CH:16][CH:15]=[CH:14][C:10]=5[C:11]([OH:13])=[O:12])[C:4](=[S:7])[S:5]\4)=[CH:32][CH:31]=3)=[CH:28][CH:29]=2)[CH2:19][CH2:20][O:21][CH2:22][CH2:23]1. Reactant: [O:1]=[C:2]1[CH2:6][S:5][C:4](=[S:7])[N:3]1[NH:8][C:9]1[CH:17]=[CH:16][CH:15]=[CH:14][C:10]=1[C:11]([OH:13])=[O:12].[N:18]1([C:24]2[CH:29]=[CH:28][C:27]([C:30]3[O:34][C:33]([CH:35]=O)=[CH:32][CH:31]=3)=[CH:26][CH:25]=2)[CH2:23][CH2:22][O:21][CH2:20][CH2:19]1.C(O)(=O)C.C(O)(=O)C.C(N)CN.S([O-])(O)=O.[Na+]. The catalyst class is: 5. (9) Reactant: [NH:1]([C:3](=[O:25])[CH:4]([NH:16][C:17](=[O:24])[C:18]1[CH:23]=[CH:22][CH:21]=[CH:20][CH:19]=1)[C:5]1[C:14]2[C:9](=[CH:10][CH:11]=[CH:12][CH:13]=2)[C:8](=[O:15])[NH:7][N:6]=1)[NH2:2].[CH3:26][C:27]([C:29]1[CH:34]=[CH:33][C:32]([Br:35])=[CH:31][CH:30]=1)=O.C(O)(=O)C. Product: [Br:35][C:32]1[CH:33]=[CH:34][C:29](/[C:27](=[N:2]/[NH:1][C:3](=[O:25])[CH:4]([NH:16][C:17](=[O:24])[C:18]2[CH:23]=[CH:22][CH:21]=[CH:20][CH:19]=2)[C:5]2[C:14]3[C:9](=[CH:10][CH:11]=[CH:12][CH:13]=3)[C:8](=[O:15])[NH:7][N:6]=2)/[CH3:26])=[CH:30][CH:31]=1. The catalyst class is: 8. (10) Reactant: [F:1][C:2]1[CH:9]=[CH:8][C:5](C=O)=[CH:4][CH:3]=1.[C:10]1([CH3:17])[C:15]([SH:16])=[CH:14][CH:13]=[CH:12][CH:11]=1.[CH:18]([NH2:20])=[O:19].[C:21]1(C)C=CC=CC=1. Product: [F:1][C:2]1[CH:3]=[CH:4][C:5]([N:20]([CH2:21][S:16][C:15]2[CH:14]=[CH:13][CH:12]=[CH:11][C:10]=2[CH3:17])[CH:18]=[O:19])=[CH:8][CH:9]=1. The catalyst class is: 161.